Dataset: Full USPTO retrosynthesis dataset with 1.9M reactions from patents (1976-2016). Task: Predict the reactants needed to synthesize the given product. (1) Given the product [Cl:1][C:2]1[CH:3]=[C:4]([NH:12][C:13]2[C:18]([C:19]#[N:20])=[CH:17][N:16]=[CH:15][C:14]=2[C:21]2[O:22][C:23]3[CH:29]=[CH:28][C:27]([CH2:30][N:35]4[CH2:36][CH2:37][N:32]([C:38]([O:40][C:41]([CH3:44])([CH3:43])[CH3:42])=[O:39])[CH2:33][CH2:34]4)=[CH:26][C:24]=3[CH:25]=2)[C:5]([CH3:11])=[C:6]2[C:10]=1[NH:9][CH:8]=[CH:7]2, predict the reactants needed to synthesize it. The reactants are: [Cl:1][C:2]1[CH:3]=[C:4]([NH:12][C:13]2[C:18]([C:19]#[N:20])=[CH:17][N:16]=[CH:15][C:14]=2[C:21]2[O:22][C:23]3[CH:29]=[CH:28][C:27]([CH:30]=O)=[CH:26][C:24]=3[CH:25]=2)[C:5]([CH3:11])=[C:6]2[C:10]=1[NH:9][CH:8]=[CH:7]2.[N:32]1([C:38]([O:40][C:41]([CH3:44])([CH3:43])[CH3:42])=[O:39])[CH2:37][CH2:36][NH:35][CH2:34][CH2:33]1.C(O)(=O)C.C(O[BH-](OC(=O)C)OC(=O)C)(=O)C.[Na+]. (2) Given the product [ClH:22].[CH2:1]([N:3]1[C:7]([N:8]2[CH2:13][CH2:12][CH2:11][CH:10]([NH2:14])[CH2:9]2)=[N:6][CH:5]=[N:4]1)[CH3:2], predict the reactants needed to synthesize it. The reactants are: [CH2:1]([N:3]1[C:7]([N:8]2[CH2:13][CH2:12][CH2:11][CH:10]([NH:14]C(=O)OC(C)(C)C)[CH2:9]2)=[N:6][CH:5]=[N:4]1)[CH3:2].[ClH:22]. (3) Given the product [CH3:1][O:2][C:3]1[CH:8]=[CH:7][C:6]([NH:9][S:28]([C:24]2[CH:25]=[CH:26][CH:27]=[C:22]([O:21][C:20]([F:19])([F:32])[F:33])[CH:23]=2)(=[O:30])=[O:29])=[CH:5][C:4]=1[CH:10]1[CH2:14][CH2:13][N:12]([C:15](=[O:18])[CH2:16][CH3:17])[CH2:11]1, predict the reactants needed to synthesize it. The reactants are: [CH3:1][O:2][C:3]1[CH:8]=[CH:7][C:6]([NH2:9])=[CH:5][C:4]=1[CH:10]1[CH2:14][CH2:13][N:12]([C:15](=[O:18])[CH2:16][CH3:17])[CH2:11]1.[F:19][C:20]([F:33])([F:32])[O:21][C:22]1[CH:23]=[C:24]([S:28](Cl)(=[O:30])=[O:29])[CH:25]=[CH:26][CH:27]=1. (4) Given the product [CH2:24]([O:31][C:32](=[O:45])[NH:33][C:34]1[C:35]([O:44][CH3:6])=[N:36][C:37]([CH2:40][CH2:41][CH:42]=[CH2:43])=[CH:38][CH:39]=1)[C:25]1[CH:30]=[CH:29][CH:28]=[CH:27][CH:26]=1, predict the reactants needed to synthesize it. The reactants are: F[B-](F)(F)F.[CH3:6][O+](C)C.C(C1C=CC=C(C(C)(C)C)N=1)(C)(C)C.[CH2:24]([O:31][C:32](=[O:45])[NH:33][C:34]1[C:35]([OH:44])=[N:36][C:37]([CH2:40][CH2:41][CH:42]=[CH2:43])=[CH:38][CH:39]=1)[C:25]1[CH:30]=[CH:29][CH:28]=[CH:27][CH:26]=1. (5) Given the product [Cl:36][C:37]1[CH:38]=[N:39][CH:40]=[C:41]([Cl:44])[C:42]=1[NH:43][C:22]([C:15]1[C:14]2[C:13]3[C:8](=[CH:9][CH:10]=[CH:11][CH:12]=3)[N:7]([CH2:6][C:5]3[CH:34]=[CH:35][C:2]([F:1])=[CH:3][CH:4]=3)[C:19]=2[C:18]([O:20][CH3:21])=[CH:17][CH:16]=1)=[O:24], predict the reactants needed to synthesize it. The reactants are: [F:1][C:2]1[CH:35]=[CH:34][C:5]([CH2:6][N:7]2[C:19]3[C:18]([O:20][CH3:21])=[CH:17][CH:16]=[C:15]([C:22]([O:24]C4C=CC([N+]([O-])=O)=CC=4)=O)[C:14]=3[C:13]3[C:8]2=[CH:9][CH:10]=[CH:11][CH:12]=3)=[CH:4][CH:3]=1.[Cl:36][C:37]1[CH:38]=[N:39][CH:40]=[C:41]([Cl:44])[C:42]=1[NH2:43].[H-].[Na+].Cl. (6) Given the product [CH2:1]([O:8][C:9]1[CH:14]=[CH:13][C:12]([N:15]([CH3:62])[C:16]([C:18]2[CH:19]=[C:20]([C:27]3[CH:28]=[C:29]4[C:33](=[CH:34][C:35]=3[C:36]([N:38]3[C@H:47]([CH2:48][N:49]5[CH2:50][CH2:51][O:52][CH2:53][CH2:54]5)[CH2:46][C:45]5[C:40](=[CH:41][CH:42]=[CH:43][CH:44]=5)[CH2:39]3)=[O:37])[CH2:32][NH:31][CH2:30]4)[N:21]3[C:26]=2[CH2:25][CH2:24][CH2:23][CH2:22]3)=[O:17])=[CH:11][CH:10]=1)[C:2]1[CH:3]=[CH:4][CH:5]=[CH:6][CH:7]=1, predict the reactants needed to synthesize it. The reactants are: [CH2:1]([O:8][C:9]1[CH:14]=[CH:13][C:12]([N:15]([CH3:62])[C:16]([C:18]2[CH:19]=[C:20]([C:27]3[CH:28]=[C:29]4[C:33](=[CH:34][C:35]=3[C:36]([N:38]3[C@H:47]([CH2:48][N:49]5[CH2:54][CH2:53][O:52][CH2:51][CH2:50]5)[CH2:46][C:45]5[C:40](=[CH:41][CH:42]=[CH:43][CH:44]=5)[CH2:39]3)=[O:37])[CH2:32][N:31](C(OC(C)(C)C)=O)[CH2:30]4)[N:21]3[C:26]=2[CH2:25][CH2:24][CH2:23][CH2:22]3)=[O:17])=[CH:11][CH:10]=1)[C:2]1[CH:7]=[CH:6][CH:5]=[CH:4][CH:3]=1.FC(F)(F)C(O)=O.O.[OH-].[Na+]. (7) Given the product [OH:8][C:9]1[CH:33]=[CH:32][C:31]([O:34][CH2:35][CH2:36][N:37]2[CH2:38][CH2:39][N:40]([S:43]([CH3:46])(=[O:45])=[O:44])[CH2:41][CH2:42]2)=[CH:30][C:10]=1[C:11]([NH:13][C:14]1[CH:23]=[C:22]([C:24]2[CH:25]=[CH:26][CH:27]=[CH:28][CH:29]=2)[CH:21]=[CH:20][C:15]=1[C:16]([O:18][CH3:19])=[O:17])=[O:12], predict the reactants needed to synthesize it. The reactants are: C([O:8][C:9]1[CH:33]=[CH:32][C:31]([O:34][CH2:35][CH2:36][N:37]2[CH2:42][CH2:41][N:40]([S:43]([CH3:46])(=[O:45])=[O:44])[CH2:39][CH2:38]2)=[CH:30][C:10]=1[C:11]([NH:13][C:14]1[CH:23]=[C:22]([C:24]2[CH:29]=[CH:28][CH:27]=[CH:26][CH:25]=2)[CH:21]=[CH:20][C:15]=1[C:16]([O:18][CH3:19])=[O:17])=[O:12])C1C=CC=CC=1.O1CCOCC1.